Dataset: Forward reaction prediction with 1.9M reactions from USPTO patents (1976-2016). Task: Predict the product of the given reaction. (1) Given the reactants [CH3:1][O:2][C:3]1[CH:10]=[CH:9][C:6]([CH:7]=[O:8])=[CH:5][C:4]=1[O:11][CH2:12][C:13]1[N:14]=[C:15]([C:19]2[CH:24]=[CH:23][CH:22]=[CH:21][CH:20]=2)[O:16][C:17]=1[CH3:18].O1CCCC1.CO.[BH4-].[Na+], predict the reaction product. The product is: [CH3:1][O:2][C:3]1[CH:10]=[CH:9][C:6]([CH2:7][OH:8])=[CH:5][C:4]=1[O:11][CH2:12][C:13]1[N:14]=[C:15]([C:19]2[CH:24]=[CH:23][CH:22]=[CH:21][CH:20]=2)[O:16][C:17]=1[CH3:18]. (2) Given the reactants Br[C:2]1[CH:3]=[C:4]2[C:8](=[CH:9][C:10]=1[Cl:11])[NH:7][CH:6]=[C:5]2[CH:12]=[O:13].CC1(C)COB([C:21]2[CH:26]=[CH:25][C:24]([C:27]3([OH:31])[CH2:30][CH2:29][CH2:28]3)=[CH:23][C:22]=2[F:32])OC1.C(=O)([O-])[O-].[K+].[K+], predict the reaction product. The product is: [Cl:11][C:10]1[CH:9]=[C:8]2[C:4]([C:5]([CH:12]=[O:13])=[CH:6][NH:7]2)=[CH:3][C:2]=1[C:21]1[CH:26]=[CH:25][C:24]([C:27]2([OH:31])[CH2:28][CH2:29][CH2:30]2)=[CH:23][C:22]=1[F:32]. (3) The product is: [Cl:1][C:2]1[CH:3]=[CH:4][C:5]([CH2:8][C@@H:9]([NH:30][C:31]([CH:33]2[CH2:34][NH:35][CH2:36]2)=[O:32])[C:10](=[O:29])[N:11]2[CH2:16][CH2:15][CH:14]([C:17]3[CH:22]=[CH:21][CH:20]=[CH:19][C:18]=3[N:23]3[CH:27]=[CH:26][NH:25][C:24]3=[O:28])[CH2:13][CH2:12]2)=[CH:6][CH:7]=1. Given the reactants [Cl:1][C:2]1[CH:7]=[CH:6][C:5]([CH2:8][C@@H:9]([NH:30][C:31]([CH:33]2[CH2:36][N:35](C(OC(C)(C)C)=O)[CH2:34]2)=[O:32])[C:10](=[O:29])[N:11]2[CH2:16][CH2:15][CH:14]([C:17]3[CH:22]=[CH:21][CH:20]=[CH:19][C:18]=3[N:23]3[CH:27]=[CH:26][NH:25][C:24]3=[O:28])[CH2:13][CH2:12]2)=[CH:4][CH:3]=1.Cl, predict the reaction product. (4) Given the reactants Cl[C:2]1[N:7]=[C:6]([N:8]2[CH2:13][CH2:12][O:11][CH2:10][CH2:9]2)[N:5]=[C:4]([N:14]2[C:18]3[CH:19]=[CH:20][CH:21]=[C:22]([O:23][CH3:24])[C:17]=3[N:16]=[C:15]2[CH:25]([F:27])[F:26])[N:3]=1.[N:28]1([C:34]([O:36][C:37]([CH3:40])([CH3:39])[CH3:38])=[O:35])[CH2:33][CH2:32][NH:31][CH2:30][CH2:29]1.CCN(C(C)C)C(C)C, predict the reaction product. The product is: [F:26][CH:25]([F:27])[C:15]1[N:14]([C:4]2[N:5]=[C:6]([N:8]3[CH2:13][CH2:12][O:11][CH2:10][CH2:9]3)[N:7]=[C:2]([N:31]3[CH2:30][CH2:29][N:28]([C:34]([O:36][C:37]([CH3:40])([CH3:39])[CH3:38])=[O:35])[CH2:33][CH2:32]3)[N:3]=2)[C:18]2[CH:19]=[CH:20][CH:21]=[C:22]([O:23][CH3:24])[C:17]=2[N:16]=1. (5) Given the reactants [I:1][C:2]1[C:3]([NH:12]C(=O)C(C)(C)C)=[N:4][CH:5]=[C:6]([C:8]([F:11])([F:10])[F:9])[CH:7]=1.[OH-].[Na+].C([O-])(O)=O.[Na+], predict the reaction product. The product is: [I:1][C:2]1[C:3]([NH2:12])=[N:4][CH:5]=[C:6]([C:8]([F:11])([F:9])[F:10])[CH:7]=1. (6) The product is: [F:39][C:40]([F:45])([F:44])[C:41]([OH:43])=[O:42].[CH3:36][S:35][C:11]1[S:10][C:9]([C:8]([NH2:37])=[NH:7])=[CH:13][C:12]=1[S:14]([C:17]1[CH:18]=[C:19]([C:23]2[CH:28]=[CH:27][CH:26]=[C:25]([C:29](=[O:34])[C:30]([F:32])([F:33])[F:31])[CH:24]=2)[CH:20]=[CH:21][CH:22]=1)(=[O:16])=[O:15]. Given the reactants C(OC(=O)[NH:7][C:8](=[NH:37])[C:9]1[S:10][C:11]([S:35][CH3:36])=[C:12]([S:14]([C:17]2[CH:18]=[C:19]([C:23]3[CH:28]=[CH:27][CH:26]=[C:25]([C:29](=[O:34])[C:30]([F:33])([F:32])[F:31])[CH:24]=3)[CH:20]=[CH:21][CH:22]=2)(=[O:16])=[O:15])[CH:13]=1)(C)(C)C.[F:39][C:40]([F:45])([F:44])[C:41]([OH:43])=[O:42], predict the reaction product. (7) Given the reactants Cl[C:2]1C=C(N[C@H]2CC(=O)N(C)C2)C=C[C:3]=1C#N.[Cl:18][C:19]1[CH:20]=[C:21]([NH:27][C@H:28]([CH2:37][N:38]([CH3:51])S(C2C=CC=CC=2[N+]([O-])=O)(=O)=O)[CH2:29][C:30]([O:32][C:33]([CH3:36])([CH3:35])[CH3:34])=[O:31])[CH:22]=[CH:23][C:24]=1[C:25]#[N:26], predict the reaction product. The product is: [Cl:18][C:19]1[CH:20]=[C:21]([NH:27][C@H:28]([CH2:37][NH:38][CH2:51][CH:2]=[CH2:3])[CH2:29][C:30]([O:32][C:33]([CH3:34])([CH3:35])[CH3:36])=[O:31])[CH:22]=[CH:23][C:24]=1[C:25]#[N:26]. (8) Given the reactants [OH:1][C@H:2]1[CH2:21][CH2:20][C@@:19]2([CH3:22])[C:4](=[CH:5][CH2:6][C@@H:7]3[C@@H:18]2[CH2:17][CH2:16][C@@:15]2([CH3:23])[C@H:8]3[CH2:9][CH2:10][C@@H:11]2[C:12](=[O:14])[CH3:13])[CH2:3]1.[C:24](Cl)(=[O:31])[C:25]1[CH:30]=[CH:29][CH:28]=[CH:27][CH:26]=1.C(OCC)(=O)C.C([O-])(O)=O.[Na+], predict the reaction product. The product is: [C:24]([O:1][C@H:2]1[CH2:21][CH2:20][C@@:19]2([CH3:22])[C:4](=[CH:5][CH2:6][C@@H:7]3[C@@H:18]2[CH2:17][CH2:16][C@@:15]2([CH3:23])[C@H:8]3[CH2:9][CH2:10][C@@H:11]2[C:12](=[O:14])[CH3:13])[CH2:3]1)(=[O:31])[C:25]1[CH:30]=[CH:29][CH:28]=[CH:27][CH:26]=1.